This data is from NCI-60 drug combinations with 297,098 pairs across 59 cell lines. The task is: Regression. Given two drug SMILES strings and cell line genomic features, predict the synergy score measuring deviation from expected non-interaction effect. (1) Cell line: UO-31. Drug 2: C1CC(=O)NC(=O)C1N2CC3=C(C2=O)C=CC=C3N. Synergy scores: CSS=1.69, Synergy_ZIP=-1.57, Synergy_Bliss=-0.0680, Synergy_Loewe=-0.677, Synergy_HSA=-0.394. Drug 1: CC1=C(C=C(C=C1)NC2=NC=CC(=N2)N(C)C3=CC4=NN(C(=C4C=C3)C)C)S(=O)(=O)N.Cl. (2) Drug 1: C1=CC(=CC=C1CC(C(=O)O)N)N(CCCl)CCCl.Cl. Cell line: SR. Drug 2: C1=NC2=C(N=C(N=C2N1C3C(C(C(O3)CO)O)F)Cl)N. Synergy scores: CSS=46.2, Synergy_ZIP=-0.227, Synergy_Bliss=-0.394, Synergy_Loewe=-11.3, Synergy_HSA=-0.521. (3) Drug 1: CNC(=O)C1=CC=CC=C1SC2=CC3=C(C=C2)C(=NN3)C=CC4=CC=CC=N4. Synergy scores: CSS=4.10, Synergy_ZIP=3.62, Synergy_Bliss=7.07, Synergy_Loewe=4.18, Synergy_HSA=4.18. Cell line: LOX IMVI. Drug 2: C1=NC2=C(N=C(N=C2N1C3C(C(C(O3)CO)O)O)F)N. (4) Drug 1: C1=CC(=CC=C1C#N)C(C2=CC=C(C=C2)C#N)N3C=NC=N3. Cell line: MDA-MB-231. Drug 2: CC12CCC3C(C1CCC2OP(=O)(O)O)CCC4=C3C=CC(=C4)OC(=O)N(CCCl)CCCl.[Na+]. Synergy scores: CSS=-1.37, Synergy_ZIP=0.224, Synergy_Bliss=-0.954, Synergy_Loewe=-1.44, Synergy_HSA=-1.39. (5) Drug 1: CN(C)C1=NC(=NC(=N1)N(C)C)N(C)C. Drug 2: C1CC(=O)NC(=O)C1N2C(=O)C3=CC=CC=C3C2=O. Cell line: HCC-2998. Synergy scores: CSS=-9.27, Synergy_ZIP=3.30, Synergy_Bliss=-0.284, Synergy_Loewe=-4.05, Synergy_HSA=-4.98. (6) Drug 1: CCC1(CC2CC(C3=C(CCN(C2)C1)C4=CC=CC=C4N3)(C5=C(C=C6C(=C5)C78CCN9C7C(C=CC9)(C(C(C8N6C)(C(=O)OC)O)OC(=O)C)CC)OC)C(=O)OC)O.OS(=O)(=O)O. Drug 2: C1C(C(OC1N2C=NC3=C2NC=NCC3O)CO)O. Cell line: OVCAR-4. Synergy scores: CSS=-2.68, Synergy_ZIP=0.717, Synergy_Bliss=-1.29, Synergy_Loewe=-2.69, Synergy_HSA=-3.45.